Dataset: NCI-60 drug combinations with 297,098 pairs across 59 cell lines. Task: Regression. Given two drug SMILES strings and cell line genomic features, predict the synergy score measuring deviation from expected non-interaction effect. Drug 1: C1=CC(=C2C(=C1NCCNCCO)C(=O)C3=C(C=CC(=C3C2=O)O)O)NCCNCCO. Drug 2: CS(=O)(=O)OCCCCOS(=O)(=O)C. Cell line: SK-MEL-28. Synergy scores: CSS=31.7, Synergy_ZIP=1.85, Synergy_Bliss=1.59, Synergy_Loewe=-67.4, Synergy_HSA=-2.50.